Dataset: Reaction yield outcomes from USPTO patents with 853,638 reactions. Task: Predict the reaction yield, written as a fraction of the theoretical maximum amount of product (1.0 means a 100% yield; for example, 0.34 means a 34% yield). (1) The reactants are F[C:2]1[CH:10]=[CH:9][C:8]([N+:11]([O-:13])=[O:12])=[CH:7][C:3]=1[C:4]([OH:6])=[O:5].[NH:14]1[CH2:19][CH2:18][O:17][CH2:16][CH2:15]1. The catalyst is O1CCOCC1. The product is [N:14]1([C:2]2[CH:10]=[CH:9][C:8]([N+:11]([O-:13])=[O:12])=[CH:7][C:3]=2[C:4]([OH:6])=[O:5])[CH2:19][CH2:18][O:17][CH2:16][CH2:15]1. The yield is 0.930. (2) The reactants are [CH2:1]([O:3][C:4]([N:6]=[C:7]=[S:8])=[O:5])[CH3:2].[NH2:9][C:10]1[CH:14]=[CH:13][NH:12][N:11]=1.O. The catalyst is CC(C)=O. The product is [NH:11]1[C:10]([NH:9][C:7]([NH:6][C:4](=[O:5])[O:3][CH2:1][CH3:2])=[S:8])=[CH:14][CH:13]=[N:12]1. The yield is 0.900. (3) The reactants are [CH3:1][O:2][C:3]1[CH:4]=[C:5]([C:9]2[CH:14]=[CH:13][N:12]=[C:11]([NH2:15])[C:10]=2[N+:16]([O-])=O)[CH:6]=[CH:7][CH:8]=1.C([O-])=O.[NH4+]. The catalyst is [Pd].CCO. The product is [CH3:1][O:2][C:3]1[CH:4]=[C:5]([C:9]2[CH:14]=[CH:13][N:12]=[C:11]([NH2:15])[C:10]=2[NH2:16])[CH:6]=[CH:7][CH:8]=1. The yield is 0.920. (4) The reactants are [CH2:1]([C:3]1[CH:4]=[C:5]([NH:9][C:10](=[O:12])[CH3:11])[CH:6]=[CH:7][CH:8]=1)[CH3:2].[CH:13]1[CH:18]=[C:17]2[C:19]([C:21](O)([OH:24])[C:22](=[O:23])[C:16]2=[CH:15][CH:14]=1)=[O:20]. The catalyst is S(=O)(=O)(O)O. The product is [CH2:1]([C:3]1[CH:8]=[CH:7][C:6]([C:21]2([OH:24])[C:19](=[O:20])[C:17]3[C:16](=[CH:15][CH:14]=[CH:13][CH:18]=3)[C:22]2=[O:23])=[C:5]([NH:9][C:10](=[O:12])[CH3:11])[CH:4]=1)[CH3:2]. The yield is 0.0900. (5) The reactants are Cl[CH2:2][C:3]([NH:5][C:6]1[CH:11]=[C:10]([C:12]2[N:13]([CH2:25][CH3:26])[C:14]3[C:19]([C:20]=2[C:21]#[N:22])=[CH:18][CH:17]=[C:16]([O:23][CH3:24])[CH:15]=3)[CH:9]=[CH:8][C:7]=1[OH:27])=[O:4].C([O-])([O-])=O.[K+].[K+]. The catalyst is CN(C=O)C. The product is [CH2:25]([N:13]1[C:14]2[C:19](=[CH:18][CH:17]=[C:16]([O:23][CH3:24])[CH:15]=2)[C:20]([C:21]#[N:22])=[C:12]1[C:10]1[CH:9]=[CH:8][C:7]2[O:27][CH2:2][C:3](=[O:4])[NH:5][C:6]=2[CH:11]=1)[CH3:26]. The yield is 0.900.